This data is from Catalyst prediction with 721,799 reactions and 888 catalyst types from USPTO. The task is: Predict which catalyst facilitates the given reaction. (1) Reactant: [Br:1][C:2]1[CH:3]=[C:4]([C:8]2([NH:18][CH2:19][CH:20]([OH:35])[CH:21]([NH:31][C:32](=[O:34])[CH3:33])[CH2:22][C:23]3[CH:28]=[C:27]([F:29])[CH:26]=[C:25]([F:30])[CH:24]=3)[CH2:17][CH2:16][C:11]3(OCC[O:12]3)[CH2:10][CH2:9]2)[CH:5]=[CH:6][CH:7]=1.O.C1(C)C=CC(S(O)(=O)=O)=CC=1. Product: [Br:1][C:2]1[CH:3]=[C:4]([C:8]2([NH:18][CH2:19][CH:20]([OH:35])[CH:21]([NH:31][C:32](=[O:34])[CH3:33])[CH2:22][C:23]3[CH:24]=[C:25]([F:30])[CH:26]=[C:27]([F:29])[CH:28]=3)[CH2:17][CH2:16][C:11](=[O:12])[CH2:10][CH2:9]2)[CH:5]=[CH:6][CH:7]=1. The catalyst class is: 48. (2) Reactant: C(OC([N:8]1[N:15]2[C:11]([CH2:26][C:27]3[CH:32]=[CH:31][C:30]([C:33]#[N:34])=[CH:29][CH:28]=3)([C:12](=[O:25])[N:13]([C:17]3[CH:22]=[C:21]([Cl:23])[N:20]=[C:19]([Cl:24])[CH:18]=3)[C:14]2=[O:16])[CH2:10][CH2:9]1)=O)(C)(C)C.C(O)(C(F)(F)F)=O. Product: [C:33]([C:30]1[CH:29]=[CH:28][C:27]([CH2:26][C:11]23[CH2:10][CH2:9][NH:8][N:15]2[C:14](=[O:16])[N:13]([C:17]2[CH:22]=[C:21]([Cl:23])[N:20]=[C:19]([Cl:24])[CH:18]=2)[C:12]3=[O:25])=[CH:32][CH:31]=1)#[N:34]. The catalyst class is: 2. (3) Reactant: [C:1]([CH:3]=[C:4]1[CH2:9][CH2:8][N:7]([C:10]2[CH:15]=[CH:14][C:13]([N:16]3[CH2:20][C@@H:19]([CH2:21][N:22]=[N+]=[N-])[O:18][C:17]3=[O:25])=[CH:12][CH:11]=2)[CH2:6][CH2:5]1)#[N:2].C1(P(C2C=CC=CC=2)C2C=CC=CC=2)C=CC=CC=1. Product: [C:1]([CH:3]=[C:4]1[CH2:9][CH2:8][N:7]([C:10]2[CH:11]=[CH:12][C:13]([N:16]3[CH2:20][C@H:19]([CH2:21][NH2:22])[O:18][C:17]3=[O:25])=[CH:14][CH:15]=2)[CH2:6][CH2:5]1)#[N:2]. The catalyst class is: 6.